From a dataset of Reaction yield outcomes from USPTO patents with 853,638 reactions. Predict the reaction yield, written as a fraction of the theoretical maximum amount of product (1.0 means a 100% yield; for example, 0.34 means a 34% yield). (1) The reactants are [F:1][C:2]1[CH:3]=[CH:4][C:5]([CH2:8][O:9][C:10]2[CH:15]=[CH:14][N+:13]([O-])=[CH:12][CH:11]=2)=[N:6][CH:7]=1.C(OC(=O)C)(=[O:19])C. No catalyst specified. The product is [F:1][C:2]1[CH:3]=[CH:4][C:5]([CH2:8][O:9][C:10]2[CH:15]=[CH:14][NH:13][C:12](=[O:19])[CH:11]=2)=[N:6][CH:7]=1. The yield is 0.730. (2) The reactants are [C:1]([O:7][CH2:8][CH:9]=[CH2:10])(=[O:6])[CH2:2][C:3]([CH3:5])=O.[Cl:11][C:12]1[CH:19]=[CH:18][CH:17]=[CH:16][C:13]=1[CH:14]=O.[NH4+:20].[OH-:21]. The catalyst is CCO. The product is [Cl:11][C:12]1[CH:19]=[CH:18][CH:17]=[CH:16][C:13]=1[CH:14]1[C:2]([C:1]([O:7][CH2:8][CH:9]=[CH2:10])=[O:6])=[C:3]([CH3:5])[NH:20][C:3]([CH3:5])=[C:2]1[C:1]([O:7][CH2:8][CH:9]=[CH2:10])=[O:21]. The yield is 0.200. (3) The reactants are [N:1]12[CH2:8][CH2:7][C:4]([C:9]([C:17]3[CH:22]=[CH:21][CH:20]=[CH:19][CH:18]=3)([C:11]3[CH:16]=[CH:15][CH:14]=[CH:13][CH:12]=3)[OH:10])([CH2:5][CH2:6]1)[CH2:3][CH2:2]2.[Br:23][CH2:24][CH2:25][CH2:26][O:27][C:28]1[CH:33]=[CH:32][C:31]([C:34]2[CH:39]=[CH:38][CH:37]=[CH:36][CH:35]=2)=[CH:30][CH:29]=1. The catalyst is CC#N. The product is [Br-:23].[C:31]1([C:34]2[CH:35]=[CH:36][CH:37]=[CH:38][CH:39]=2)[CH:30]=[CH:29][C:28]([O:27][CH2:26][CH2:25][CH2:24][N+:1]23[CH2:6][CH2:5][C:4]([C:9]([OH:10])([C:17]4[CH:22]=[CH:21][CH:20]=[CH:19][CH:18]=4)[C:11]4[CH:12]=[CH:13][CH:14]=[CH:15][CH:16]=4)([CH2:3][CH2:2]2)[CH2:7][CH2:8]3)=[CH:33][CH:32]=1. The yield is 0.752. (4) The reactants are [CH2:1]([CH:3]([CH2:6][CH2:7][CH2:8][CH3:9])[CH2:4][OH:5])[CH3:2].[CH2:10]([Sn:14]([CH2:43][CH2:44][CH2:45][CH3:46])([O:34][CH2:35][CH:36]([CH2:41][CH3:42])[CH2:37][CH2:38][CH2:39][CH3:40])O[Sn:14]([CH2:10][CH2:11][CH2:12][CH3:13])([CH2:43][CH2:44][CH2:45][CH3:46])[O:34][CH2:35][CH:36]([CH2:41][CH3:42])[CH2:37][CH2:38][CH2:39][CH3:40])[CH2:11][CH2:12][CH3:13]. The catalyst is O. The product is [CH2:43]([Sn:14]([CH2:10][CH2:11][CH2:12][CH3:13])([O:34][CH2:35][CH:36]([CH2:41][CH3:42])[CH2:37][CH2:38][CH2:39][CH3:40])[O:5][CH2:4][CH:3]([CH2:1][CH3:2])[CH2:6][CH2:7][CH2:8][CH3:9])[CH2:44][CH2:45][CH3:46]. The yield is 0.450. (5) The reactants are [H-].[Na+].CN(C)C=O.[OH:8][CH:9]1[CH2:14][CH2:13][CH2:12][N:11]([C:15]([O:17][C:18]([CH3:21])([CH3:20])[CH3:19])=[O:16])[CH2:10]1.[F:22][C:23]1[CH:24]=[C:25]([CH:28]=[CH:29][C:30]=1[F:31])[CH2:26]Br. The catalyst is CCCCC. The product is [F:22][C:23]1[CH:24]=[C:25]([CH2:26][O:8][CH:9]2[CH2:14][CH2:13][CH2:12][N:11]([C:15]([O:17][C:18]([CH3:21])([CH3:20])[CH3:19])=[O:16])[CH2:10]2)[CH:28]=[CH:29][C:30]=1[F:31]. The yield is 0.940.